This data is from NCI-60 drug combinations with 297,098 pairs across 59 cell lines. The task is: Regression. Given two drug SMILES strings and cell line genomic features, predict the synergy score measuring deviation from expected non-interaction effect. (1) Drug 1: CC1C(C(CC(O1)OC2CC(CC3=C2C(=C4C(=C3O)C(=O)C5=C(C4=O)C(=CC=C5)OC)O)(C(=O)C)O)N)O.Cl. Drug 2: CS(=O)(=O)CCNCC1=CC=C(O1)C2=CC3=C(C=C2)N=CN=C3NC4=CC(=C(C=C4)OCC5=CC(=CC=C5)F)Cl. Cell line: SNB-75. Synergy scores: CSS=30.5, Synergy_ZIP=3.91, Synergy_Bliss=9.71, Synergy_Loewe=-7.30, Synergy_HSA=9.92. (2) Drug 1: CC1=CC2C(CCC3(C2CCC3(C(=O)C)OC(=O)C)C)C4(C1=CC(=O)CC4)C. Drug 2: C1=C(C(=O)NC(=O)N1)N(CCCl)CCCl. Cell line: MALME-3M. Synergy scores: CSS=15.8, Synergy_ZIP=-1.13, Synergy_Bliss=2.22, Synergy_Loewe=-11.3, Synergy_HSA=-1.67. (3) Drug 1: COC1=C(C=C2C(=C1)N=CN=C2NC3=CC(=C(C=C3)F)Cl)OCCCN4CCOCC4. Drug 2: CN(C(=O)NC(C=O)C(C(C(CO)O)O)O)N=O. Cell line: HCT-15. Synergy scores: CSS=35.8, Synergy_ZIP=-3.78, Synergy_Bliss=-2.03, Synergy_Loewe=-37.8, Synergy_HSA=-1.25. (4) Drug 1: C(=O)(N)NO. Drug 2: C(CC(=O)O)C(=O)CN.Cl. Cell line: NCI-H226. Synergy scores: CSS=5.20, Synergy_ZIP=-1.25, Synergy_Bliss=0.596, Synergy_Loewe=-0.139, Synergy_HSA=0.114. (5) Drug 1: C1=NC2=C(N=C(N=C2N1C3C(C(C(O3)CO)O)O)F)N. Drug 2: C(CN)CNCCSP(=O)(O)O. Cell line: NCI-H522. Synergy scores: CSS=11.3, Synergy_ZIP=-6.06, Synergy_Bliss=-3.51, Synergy_Loewe=-3.63, Synergy_HSA=-3.93.